Dataset: Reaction yield outcomes from USPTO patents with 853,638 reactions. Task: Predict the reaction yield, written as a fraction of the theoretical maximum amount of product (1.0 means a 100% yield; for example, 0.34 means a 34% yield). (1) The reactants are [C:1]([O:5][C:6]([N:8]1[CH2:12][CH:11]([OH:13])[CH2:10][CH:9]1[C:14]([O:16][CH2:17][C:18]([C:20]1[CH:25]=[CH:24][C:23]([Br:26])=[CH:22][CH:21]=1)=[O:19])=[O:15])=[O:7])([CH3:4])([CH3:3])[CH3:2].[F:27][C:28]([F:36])(S(F)(=O)=O)C(O)=O. The catalyst is CC#N.C(OCC)(=O)C. The product is [C:1]([O:5][C:6]([N:8]1[CH2:12][CH:11]([O:13][CH:28]([F:36])[F:27])[CH2:10][CH:9]1[C:14]([O:16][CH2:17][C:18]([C:20]1[CH:25]=[CH:24][C:23]([Br:26])=[CH:22][CH:21]=1)=[O:19])=[O:15])=[O:7])([CH3:4])([CH3:2])[CH3:3]. The yield is 0.610. (2) The reactants are C(OC(=O)[NH:7][CH:8]1[CH2:13][CH2:12][N:11]([CH2:14][CH2:15][N:16]2[C:21]3[CH:22]=[C:23]([S:26]([CH3:29])(=[O:28])=[O:27])[CH:24]=[CH:25][C:20]=3[O:19][CH2:18][C:17]2=[O:30])[CH2:10][CH2:9]1)(C)(C)C.NC1CCN(CCN2C3C(=CC=C(C#N)C=3)C=CC2=O)CC1. No catalyst specified. The product is [NH2:7][CH:8]1[CH2:13][CH2:12][N:11]([CH2:14][CH2:15][N:16]2[C:21]3[CH:22]=[C:23]([S:26]([CH3:29])(=[O:28])=[O:27])[CH:24]=[CH:25][C:20]=3[O:19][CH2:18][C:17]2=[O:30])[CH2:10][CH2:9]1. The yield is 1.00. (3) The reactants are [NH2:1][C:2]1[S:3][C:4]([CH3:9])=[CH:5][C:6]=1[C:7]#[N:8].F[C:11]1[CH:16]=[C:15]([Cl:17])[CH:14]=[CH:13][C:12]=1[N+:18]([O-:20])=[O:19].O.[OH-].[Li+].[NH4+].[Cl-]. The catalyst is CS(C)=O. The product is [Cl:17][C:15]1[CH:14]=[CH:13][C:12]([N+:18]([O-:20])=[O:19])=[C:11]([NH:1][C:2]2[S:3][C:4]([CH3:9])=[CH:5][C:6]=2[C:7]#[N:8])[CH:16]=1. The yield is 0.350. (4) The reactants are [Cl:1][C:2]1[CH:3]=[C:4]([CH:6]=[CH:7][C:8]=1[O:9][C:10]([F:13])([F:12])[F:11])N.[BrH:14].N([O-])=O.[Na+].NC(N)=O. No catalyst specified. The product is [Br:14][C:4]1[CH:6]=[CH:7][C:8]([O:9][C:10]([F:13])([F:12])[F:11])=[C:2]([Cl:1])[CH:3]=1. The yield is 0.290. (5) The reactants are [C:1]([O:5][C:6]([N:8]([C:16]1[CH:17]=[N:18][CH:19]=[CH:20][C:21]=1[N:22]1[CH2:27][C@H:26]([CH3:28])[C@@H:25]([O:29][Si](C(C)(C)C)(C)C)[C@H:24]([NH:37][C:38]([O:40][C:41]([CH3:44])([CH3:43])[CH3:42])=[O:39])[CH2:23]1)[C:9](=[O:15])[O:10][C:11]([CH3:14])([CH3:13])[CH3:12])=[O:7])([CH3:4])([CH3:3])[CH3:2].CCCC[N+](CCCC)(CCCC)CCCC.[F-]. The catalyst is C1COCC1.CCOC(C)=O.O. The product is [C:1]([O:5][C:6]([N:8]([C:16]1[CH:17]=[N:18][CH:19]=[CH:20][C:21]=1[N:22]1[CH2:27][C@H:26]([CH3:28])[C@@H:25]([OH:29])[C@H:24]([NH:37][C:38]([O:40][C:41]([CH3:42])([CH3:44])[CH3:43])=[O:39])[CH2:23]1)[C:9](=[O:15])[O:10][C:11]([CH3:14])([CH3:13])[CH3:12])=[O:7])([CH3:2])([CH3:3])[CH3:4]. The yield is 0.870.